Dataset: Forward reaction prediction with 1.9M reactions from USPTO patents (1976-2016). Task: Predict the product of the given reaction. (1) Given the reactants CC1CC(OC([N:11]2[CH:16]=[C:15]([Si](C(C)C)(C(C)C)C(C)C)[C:14](=[O:27])[CH2:13][CH:12]2[C:28]2[CH:33]=[CH:32][C:31]([F:34])=[CH:30][CH:29]=2)=O)C(C(C)(C2C=CC=CC=2)C)CC1.C[O-].[Na+].C(O)(=O)C(O)=O, predict the reaction product. The product is: [F:34][C:31]1[CH:32]=[CH:33][C:28]([C@@H:12]2[CH2:13][C:14](=[O:27])[CH:15]=[CH:16][NH:11]2)=[CH:29][CH:30]=1. (2) Given the reactants [C:1]([O:5][C:6]([NH:8][C@H:9]([CH2:29][C:30]1[CH:35]=[C:34]([F:36])[C:33]([F:37])=[CH:32][C:31]=1[F:38])[CH2:10][C:11]([N:13]1[CH2:18][CH2:17][N:16]2[C:19]([C:25]([F:28])([F:27])[F:26])=[N:20][C:21]([C:22](O)=[O:23])=[C:15]2[CH2:14]1)=[O:12])=[O:7])([CH3:4])([CH3:3])[CH3:2].Cl.[CH3:40][NH:41][CH3:42].O=C1N([ClH]P([ClH]N2CCOC2=O)=O)CCO1.C(N(CC)CC)C, predict the reaction product. The product is: [C:1]([O:5][C:6](=[O:7])[NH:8][C@H:9]([CH2:29][C:30]1[CH:35]=[C:34]([F:36])[C:33]([F:37])=[CH:32][C:31]=1[F:38])[CH2:10][C:11]([N:13]1[CH2:18][CH2:17][N:16]2[C:19]([C:25]([F:28])([F:26])[F:27])=[N:20][C:21]([C:22](=[O:23])[N:41]([CH3:42])[CH3:40])=[C:15]2[CH2:14]1)=[O:12])([CH3:2])([CH3:3])[CH3:4]. (3) The product is: [CH:1]1([N:6]2[C:15]([C:28]3[CH:33]=[CH:32][CH:31]=[CH:30][CH:29]=3)=[C:14]3[C:8]([CH2:9][C:10]([CH3:27])([CH3:26])[NH:11][C:12]([CH3:25])([CH3:24])[CH2:13]3)=[N:7]2)[CH2:5][CH2:4][CH2:3][CH2:2]1. Given the reactants [CH:1]1([N:6]2[C:15](OS(C(F)(F)F)(=O)=O)=[C:14]3[C:8]([CH2:9][C:10]([CH3:27])([CH3:26])[NH:11][C:12]([CH3:25])([CH3:24])[CH2:13]3)=[N:7]2)[CH2:5][CH2:4][CH2:3][CH2:2]1.[C:28]1(B(O)O)[CH:33]=[CH:32][CH:31]=[CH:30][CH:29]=1, predict the reaction product. (4) Given the reactants [C:1]([O:5][C:6]([NH:8][C@H:9]([C:13]1[N:23]=[CH:22][C:21]([Cl:24])=[CH:20][C:14]=1[C:15]([O:17]CC)=O)[CH:10]([CH3:12])[CH3:11])=[O:7])([CH3:4])([CH3:3])[CH3:2].Cl.[CH3:26]NOC.C[Mg]Br, predict the reaction product. The product is: [C:15]([C:14]1[C:13]([C@@H:9]([NH:8][C:6](=[O:7])[O:5][C:1]([CH3:3])([CH3:4])[CH3:2])[CH:10]([CH3:12])[CH3:11])=[N:23][CH:22]=[C:21]([Cl:24])[CH:20]=1)(=[O:17])[CH3:26].